This data is from Peptide-MHC class I binding affinity with 185,985 pairs from IEDB/IMGT. The task is: Regression. Given a peptide amino acid sequence and an MHC pseudo amino acid sequence, predict their binding affinity value. This is MHC class I binding data. (1) The peptide sequence is KQLNYCHL. The MHC is H-2-Kb with pseudo-sequence H-2-Kb. The binding affinity (normalized) is 0.813. (2) The peptide sequence is QIYAGIKVK. The MHC is HLA-B27:05 with pseudo-sequence HLA-B27:05. The binding affinity (normalized) is 0. (3) The peptide sequence is EFLKDAWEI. The MHC is HLA-A23:01 with pseudo-sequence HLA-A23:01. The binding affinity (normalized) is 0.731. (4) The peptide sequence is KTSVDCNMY. The MHC is HLA-A30:02 with pseudo-sequence HLA-A30:02. The binding affinity (normalized) is 0.910. (5) The peptide sequence is KRRGGIGD. The MHC is HLA-B27:05 with pseudo-sequence HLA-B27:05. The binding affinity (normalized) is 0.0531.